Dataset: CYP3A4 inhibition data for predicting drug metabolism from PubChem BioAssay. Task: Regression/Classification. Given a drug SMILES string, predict its absorption, distribution, metabolism, or excretion properties. Task type varies by dataset: regression for continuous measurements (e.g., permeability, clearance, half-life) or binary classification for categorical outcomes (e.g., BBB penetration, CYP inhibition). Dataset: cyp3a4_veith. (1) The drug is COc1ccc(C(=O)N2CCC[C@@]3(CCN(c4ccccn4)C3)C2)cc1. The result is 1 (inhibitor). (2) The result is 0 (non-inhibitor). The drug is CN1CCCC[C@@H]1CCN1CCCCC1. (3) The molecule is COc1ccc(CN2C(=O)c3ccccc3C(/C=N\OCc3ccc(F)cc3)C2=O)cc1. The result is 1 (inhibitor). (4) The compound is COc1ccc(COC(=O)N/N=C2/C[C@@H](O)[C@@H](O)[C@@H]3[C@@H]4C(=O)N(C(C)(C)C)C(=O)[C@H]4CC[C@@H]23)cc1. The result is 0 (non-inhibitor). (5) The molecule is O=C(O)[C@H](Cc1ccc(O)c([N+](=O)[O-])c1)N1C(=O)c2ccccc2C1=O. The result is 0 (non-inhibitor).